Dataset: Full USPTO retrosynthesis dataset with 1.9M reactions from patents (1976-2016). Task: Predict the reactants needed to synthesize the given product. (1) Given the product [CH2:1]([O:8][C:9]([NH:11][C@H:12]1[CH2:13][CH2:14][N:19]([C@@H:20]([CH3:21])[C:22]([O:24][C:25]([CH3:28])([CH3:27])[CH3:26])=[O:23])[C:17]1=[O:18])=[O:10])[C:2]1[CH:7]=[CH:6][CH:5]=[CH:4][CH:3]=1, predict the reactants needed to synthesize it. The reactants are: [CH2:1]([O:8][C:9]([NH:11][C@H:12]([C:17]([NH:19][C@H:20]([C:22]([O:24][C:25]([CH3:28])([CH3:27])[CH3:26])=[O:23])[CH3:21])=[O:18])[CH2:13][CH2:14]SC)=[O:10])[C:2]1[CH:7]=[CH:6][CH:5]=[CH:4][CH:3]=1.CI. (2) Given the product [CH:11]1[C:12]([C:13]#[N:14])=[CH:15][CH:16]=[C:9]([CH:8]([N:2]2[N:1]=[CH:5][N:4]=[CH:3]2)[C:17]2[CH:18]=[CH:19][C:20]([C:23]#[N:24])=[CH:21][CH:22]=2)[CH:10]=1, predict the reactants needed to synthesize it. The reactants are: [NH:1]1[CH:5]=[N:4][C:3]([Na])=[N:2]1.Br[CH2:8][C:9]1[CH:16]=[CH:15][C:12]([C:13]#[N:14])=[CH:11][CH:10]=1.[C:17]1(C)[CH:22]=[CH:21][C:20]([C:23]#[N:24])=[CH:19][CH:18]=1.N1C=NC(CC2C=CC(C#N)=CC=2)=N1.FC1C=CC(C#N)=CC=1.C[Si]([N-][Si](C)(C)C)(C)C.[Na+]. (3) Given the product [C:13]1([NH:19][C:20]([C:22]2[CH:27]=[C:26]([N:28]3[CH2:29][C:30]4[CH:34]=[N:9][C:10]([NH2:12])=[N:11][C:31]=4[CH2:32]3)[CH:25]=[CH:24][N:23]=2)=[O:21])[CH:14]=[CH:15][CH:16]=[CH:17][CH:18]=1, predict the reactants needed to synthesize it. The reactants are: [O-]CC.[Na+].C(=O)(O)O.[NH2:9][C:10]([NH2:12])=[NH:11].[C:13]1([NH:19][C:20]([C:22]2[CH:27]=[C:26]([N:28]3[CH2:32][C:31](=O)[C:30](=[CH:34]N(C)C)[CH2:29]3)[CH:25]=[CH:24][N:23]=2)=[O:21])[CH:18]=[CH:17][CH:16]=[CH:15][CH:14]=1.O.